Dataset: Catalyst prediction with 721,799 reactions and 888 catalyst types from USPTO. Task: Predict which catalyst facilitates the given reaction. (1) Reactant: [H-].[Na+].[CH:3]1([CH2:9][CH2:10][CH2:11][C@@H:12]([C:21]2[O:25][N:24]=[C:23]([CH2:26][OH:27])[N:22]=2)[CH2:13][C:14]([O:16][C:17]([CH3:20])([CH3:19])[CH3:18])=[O:15])[CH2:8][CH2:7][CH2:6][CH2:5][CH2:4]1.Br[CH2:29][C:30]([NH2:32])=[O:31]. Product: [NH2:32][C:30](=[O:31])[CH2:29][O:27][CH2:26][C:23]1[N:22]=[C:21]([C@H:12]([CH2:11][CH2:10][CH2:9][CH:3]2[CH2:4][CH2:5][CH2:6][CH2:7][CH2:8]2)[CH2:13][C:14]([O:16][C:17]([CH3:20])([CH3:19])[CH3:18])=[O:15])[O:25][N:24]=1. The catalyst class is: 54. (2) Reactant: [Cl:1][C:2]1[CH:3]=[C:4]([C:8]([C:15](=[CH:21]O)[C:16]([O:18][CH2:19][CH3:20])=[O:17])=[CH:9][C:10](OCC)=[O:11])[CH:5]=[CH:6][CH:7]=1.[CH3:23][NH2:24].C1COCC1.C([O-])([O-])=O.[K+].[K+]. Product: [Cl:1][C:2]1[CH:3]=[C:4]([C:8]2[C:15]([C:16]([O:18][CH2:19][CH3:20])=[O:17])=[CH:21][N:24]([CH3:23])[C:10](=[O:11])[CH:9]=2)[CH:5]=[CH:6][CH:7]=1. The catalyst class is: 212. (3) Reactant: [Cl:1][C:2]1[CH:11]=[C:10]2[C:5]([C:6]([OH:17])=[C:7]([C:12]([O:14]CC)=[O:13])[CH:8]=[N:9]2)=[CH:4][C:3]=1[I:18]. Product: [Cl:1][C:2]1[CH:11]=[C:10]2[C:5]([C:6]([OH:17])=[C:7]([C:12]([OH:14])=[O:13])[CH:8]=[N:9]2)=[CH:4][C:3]=1[I:18]. The catalyst class is: 74. (4) Reactant: [CH:1]1[C:13]2[NH:12][C:11]3[C:6](=[CH:7][CH:8]=[CH:9][CH:10]=3)[C:5]=2[CH:4]=[C:3]([C:14]([O:16]CC)=O)[N:2]=1.[H-].[Na+].[Cl:21][C:22]1[S:23][C:24]([CH2:27]Cl)=[CH:25][CH:26]=1.[NH2:29][OH:30]. Product: [Cl:21][C:22]1[S:23][C:24]([CH2:27][N:12]2[C:13]3[CH:1]=[N:2][C:3]([C:14]([NH:29][OH:30])=[O:16])=[CH:4][C:5]=3[C:6]3[C:11]2=[CH:10][CH:9]=[CH:8][CH:7]=3)=[CH:25][CH:26]=1. The catalyst class is: 656. (5) Reactant: [Cl:1][C:2]1[CH:3]=[CH:4][C:5]([CH2:8][NH:9][C:10](=O)[CH2:11][CH2:12][C:13]([F:19])([F:18])[C:14]([F:17])([F:16])[F:15])=[N:6][CH:7]=1.P(Cl)(Cl)(Cl)=O. Product: [Cl:1][C:2]1[CH:3]=[CH:4][C:5]2[N:6]([C:10]([CH2:11][CH2:12][C:13]([F:19])([F:18])[C:14]([F:17])([F:16])[F:15])=[N:9][CH:8]=2)[CH:7]=1. The catalyst class is: 26. (6) Reactant: C1(P([N:15]=[N+:16]=[N-:17])(C2C=CC=CC=2)=O)C=CC=CC=1.[CH3:18][C:19]1[O:23][C:22]([CH:24]([CH:26]2[CH2:31][CH2:30][O:29][CH2:28][CH2:27]2)O)=[CH:21][CH:20]=1.N12CCCN=C1CCCCC2. Product: [N:15]([CH:24]([C:22]1[O:23][C:19]([CH3:18])=[CH:20][CH:21]=1)[CH:26]1[CH2:31][CH2:30][O:29][CH2:28][CH2:27]1)=[N+:16]=[N-:17]. The catalyst class is: 11. (7) Reactant: [O:1]=[C:2]1[C:6]2([CH2:11][CH2:10][NH:9][CH2:8][CH2:7]2)[N:5]([C:12]2[CH:17]=[CH:16][CH:15]=[CH:14][CH:13]=2)[CH2:4][N:3]1[CH2:18][C:19]1[CH:20]=[C:21]([CH:29]=[CH:30][CH:31]=1)[C:22]([O:24][C:25]([CH3:28])([CH3:27])[CH3:26])=[O:23].I[C:33]1[CH:38]=[CH:37][C:36]([CH2:39][CH2:40][CH2:41][CH3:42])=[CH:35][CH:34]=1.C(=O)([O-])[O-].[K+].[K+]. Product: [O:1]=[C:2]1[C:6]2([CH2:11][CH2:10][N:9]([CH2:42][CH2:41][CH2:40][CH2:39][C:36]3[CH:37]=[CH:38][CH:33]=[CH:34][CH:35]=3)[CH2:8][CH2:7]2)[N:5]([C:12]2[CH:13]=[CH:14][CH:15]=[CH:16][CH:17]=2)[CH2:4][N:3]1[CH2:18][C:19]1[CH:20]=[C:21]([CH:29]=[CH:30][CH:31]=1)[C:22]([O:24][C:25]([CH3:28])([CH3:26])[CH3:27])=[O:23]. The catalyst class is: 42. (8) Reactant: [Na].Cl.[NH2:3][C:4]([NH2:6])=[NH:5].[Cl:7][C:8]1[C:13]([C:14](=O)/[CH:15]=[CH:16]/N(C)C)=[CH:12][CH:11]=[CH:10][N:9]=1. Product: [Cl:7][C:8]1[C:13]([C:14]2[CH:15]=[CH:16][N:3]=[C:4]([NH2:6])[N:5]=2)=[CH:12][CH:11]=[CH:10][N:9]=1. The catalyst class is: 5. (9) Reactant: CC1C=CC(S(OCC2CC3C=CC=C(CC4C=CC=CC=4)C=3O2)(=O)=O)=CC=1.[N-]=[N+]=[N-].[Na+].[CH2:33]([C:40]1[C:48]2[O:47][CH:46]([CH2:49][N:50]=[N+]=[N-])[CH2:45][C:44]=2[CH:43]=[CH:42][CH:41]=1)[C:34]1[CH:39]=[CH:38][CH:37]=[CH:36][CH:35]=1.[N-]=[N+]=[N-]. Product: [CH2:33]([C:40]1[C:48]2[O:47][CH:46]([CH2:49][NH2:50])[CH2:45][C:44]=2[CH:43]=[CH:42][CH:41]=1)[C:34]1[CH:35]=[CH:36][CH:37]=[CH:38][CH:39]=1. The catalyst class is: 45.